This data is from Reaction yield outcomes from USPTO patents with 853,638 reactions. The task is: Predict the reaction yield, written as a fraction of the theoretical maximum amount of product (1.0 means a 100% yield; for example, 0.34 means a 34% yield). (1) The reactants are [O:1]=[C:2]1[CH2:7][CH2:6][CH2:5][CH2:4][CH:3]1[C:8]([O:10][CH2:11][CH3:12])=[O:9].[Br:13]Br. The catalyst is C(OCC)C. The product is [CH2:11]([O:10][C:8]([C:3]1[CH2:4][CH2:5][CH2:6][CH:7]([Br:13])[C:2]=1[OH:1])=[O:9])[CH3:12]. The yield is 0.810. (2) The reactants are Cl[C:2]1[N:7]=[C:6]([NH:8][C@@H:9]2[C@@H:14]3[CH2:15][C@@H:11]([CH:12]=[CH:13]3)[C@@H:10]2[C:16]([NH2:18])=[O:17])[C:5]([Cl:19])=[CH:4][N:3]=1.[NH2:20][C:21]1[C:41]([O:42][CH3:43])=[CH:40][C:24]2[CH2:25][CH2:26][N:27]([CH2:30][C:31]([N:33]3[CH2:38][CH2:37][N:36]([CH3:39])[CH2:35][CH2:34]3)=[O:32])[CH2:28][CH2:29][C:23]=2[CH:22]=1. No catalyst specified. The product is [Cl:19][C:5]1[C:6]([NH:8][C@@H:9]2[C@@H:14]3[CH2:15][C@@H:11]([CH:12]=[CH:13]3)[C@@H:10]2[C:16]([NH2:18])=[O:17])=[N:7][C:2]([NH:20][C:21]2[C:41]([O:42][CH3:43])=[CH:40][C:24]3[CH2:25][CH2:26][N:27]([CH2:30][C:31]([N:33]4[CH2:34][CH2:35][N:36]([CH3:39])[CH2:37][CH2:38]4)=[O:32])[CH2:28][CH2:29][C:23]=3[CH:22]=2)=[N:3][CH:4]=1. The yield is 0.320. (3) The reactants are [NH2:1][C:2]1[CH:3]=[C:4]([CH:7]=[CH:8][N:9]=1)[C:5]#[N:6].[Br:10][C:11]1[CH:19]=[CH:18][C:14]([C:15](Cl)=[O:16])=[CH:13][CH:12]=1. The catalyst is N1C=CC=CC=1.C(Cl)Cl. The product is [Br:10][C:11]1[CH:19]=[CH:18][C:14]([C:15]([NH:1][C:2]2[CH:3]=[C:4]([C:5]#[N:6])[CH:7]=[CH:8][N:9]=2)=[O:16])=[CH:13][CH:12]=1. The yield is 0.570.